Dataset: Catalyst prediction with 721,799 reactions and 888 catalyst types from USPTO. Task: Predict which catalyst facilitates the given reaction. (1) Reactant: CS(O[CH2:6][CH2:7][CH2:8][S:9]([CH2:12][C:13]1[CH:18]=[CH:17][C:16]([CH3:19])=[CH:15][CH:14]=1)(=[O:11])=[O:10])(=O)=O.[NH:20]1[CH2:25][CH2:24][O:23][CH2:22][CH2:21]1. Product: [CH3:19][C:16]1[CH:17]=[CH:18][C:13]([CH2:12][S:9]([CH2:8][CH2:7][CH2:6][N:20]2[CH2:25][CH2:24][O:23][CH2:22][CH2:21]2)(=[O:11])=[O:10])=[CH:14][CH:15]=1. The catalyst class is: 2. (2) Reactant: [CH3:1][O:2][C:3]1[CH:16]=[CH:15][C:14]2[S:13][C:12]3[C:7](=[CH:8][CH:9]=[CH:10][CH:11]=3)[NH:6][C:5]=2[CH:4]=1.[CH2:17]([O:19]CC)C.[Li]CCCC.CN(C=O)C. Product: [CH3:1][O:2][C:3]1[CH:16]=[CH:15][C:14]2[S:13][C:12]3[C:7](=[CH:8][CH:9]=[CH:10][CH:11]=3)[NH:6][C:5]=2[C:4]=1[CH:17]=[O:19]. The catalyst class is: 805.